Predict the product of the given reaction. From a dataset of Forward reaction prediction with 1.9M reactions from USPTO patents (1976-2016). (1) Given the reactants [NH2:1][C:2]1[C:12]([CH3:13])=[C:11]([CH2:14][N:15]2[CH2:20][CH2:19][CH2:18][C@H:17]([N:21]([CH3:29])[C:22]([O:24][C:25]([CH3:28])([CH3:27])[CH3:26])=[O:23])[CH2:16]2)[C:10]([C:30]([F:33])([F:32])[F:31])=[CH:9][C:3]=1[C:4]([O:6]CC)=[O:5].NC1C(Cl)=C(C=O)C(C(F)(F)F)=CC=1C(O)=O, predict the reaction product. The product is: [NH2:1][C:2]1[C:12]([CH3:13])=[C:11]([CH2:14][N:15]2[CH2:20][CH2:19][CH2:18][C@H:17]([N:21]([CH3:29])[C:22]([O:24][C:25]([CH3:28])([CH3:27])[CH3:26])=[O:23])[CH2:16]2)[C:10]([C:30]([F:33])([F:31])[F:32])=[CH:9][C:3]=1[C:4]([OH:6])=[O:5]. (2) Given the reactants [Cl:1][C:2]1[CH:7]=[CH:6][CH:5]=[CH:4][C:3]=1[CH:8]([O:10][C:11](=[O:34])[NH:12][C:13]1[C:14]([CH3:33])=[N:15][O:16][C:17]=1[C:18]1[CH:23]=[CH:22][CH:21]=[C:20](B2OC(C)(C)C(C)(C)O2)[CH:19]=1)[CH3:9].Br[C:36]1[CH:41]=[CH:40][C:39]([CH2:42][C:43]([O:45][CH2:46][CH3:47])=[O:44])=[CH:38][CH:37]=1, predict the reaction product. The product is: [CH2:46]([O:45][C:43](=[O:44])[CH2:42][C:39]1[CH:40]=[CH:41][C:36]([C:20]2[CH:21]=[CH:22][CH:23]=[C:18]([C:17]3[O:16][N:15]=[C:14]([CH3:33])[C:13]=3[NH:12][C:11]([O:10][CH:8]([C:3]3[CH:4]=[CH:5][CH:6]=[CH:7][C:2]=3[Cl:1])[CH3:9])=[O:34])[CH:19]=2)=[CH:37][CH:38]=1)[CH3:47].